Predict the reaction yield, written as a fraction of the theoretical maximum amount of product (1.0 means a 100% yield; for example, 0.34 means a 34% yield). From a dataset of Reaction yield outcomes from USPTO patents with 853,638 reactions. (1) The reactants are [CH3:1][C:2]1[C:6]([C:7]2[C:8]([O:17][CH3:18])=[CH:9][C:10]([O:15][CH3:16])=[C:11]([CH:14]=2)[CH:12]=O)=[C:5]([CH3:19])[O:4][N:3]=1.[C:20]([C:23]1[CH:31]=[CH:30][C:26]([C:27]([OH:29])=[O:28])=[CH:25][CH:24]=1)(=[O:22])[CH3:21]. No catalyst specified. The product is [CH3:1][C:2]1[C:6]([C:7]2[C:8]([O:17][CH3:18])=[CH:9][C:10]([O:15][CH3:16])=[C:11](/[CH:12]=[CH:21]/[C:20]([C:23]3[CH:31]=[CH:30][C:26]([C:27]([OH:29])=[O:28])=[CH:25][CH:24]=3)=[O:22])[CH:14]=2)=[C:5]([CH3:19])[O:4][N:3]=1. The yield is 0.0700. (2) The reactants are NC(=O)[CH2:3][N:4]1[CH:8]=[C:7]([CH2:9][N:10]([C@@H:28]([CH:30]2[CH2:33][CH2:32][CH2:31]2)[CH3:29])C(=O)OCC2C3C=CC=CC=3C3C2=CC=CC=3)[N:6]=[N:5]1.N1CCCCC1.[CH3:41][N:42]([CH:44]=[O:45])[CH3:43]. No catalyst specified. The product is [CH:30]1([C@H:28]([NH:10][CH2:9][C:7]2[N:6]=[N:5][N:4]([CH2:3][C:44]([N:42]([CH3:43])[CH3:41])=[O:45])[CH:8]=2)[CH3:29])[CH2:33][CH2:32][CH2:31]1. The yield is 0.650. (3) The reactants are [C:1]([O:9][C@H:10]1[O:24][C@H:23]([CH2:25][O:26][C:27](=[O:34])[C:28]2[CH:33]=[CH:32][CH:31]=[CH:30][CH:29]=2)[C@@H:13]([O:14][C:15](=[O:22])[C:16]2[CH:21]=[CH:20][CH:19]=[CH:18][CH:17]=2)[C@H:11]1O)(=[O:8])[C:2]1[CH:7]=[CH:6][CH:5]=[CH:4][CH:3]=1.C(N(C(F)([F:48])C1C=CC=C(C)C=1)CC)C. The catalyst is C(#N)C. The product is [C:1]([O:9][C@H:10]1[O:24][C@H:23]([CH2:25][O:26][C:27](=[O:34])[C:28]2[CH:33]=[CH:32][CH:31]=[CH:30][CH:29]=2)[C@@H:13]([O:14][C:15](=[O:22])[C:16]2[CH:21]=[CH:20][CH:19]=[CH:18][CH:17]=2)[C@H:11]1[F:48])(=[O:8])[C:2]1[CH:7]=[CH:6][CH:5]=[CH:4][CH:3]=1. The yield is 0.550. (4) The reactants are [Br:1][C:2]1[CH:7]=[CH:6][CH:5]=[CH:4][C:3]=1[NH:8][C:9]([C:11]1[CH:16]=[C:15](Cl)[N:14]=[C:13]([C:18]2[CH:23]=[CH:22][CH:21]=[CH:20][CH:19]=2)[N:12]=1)=[O:10].[CH3:24][N:25]([CH3:29])[CH2:26][CH2:27][NH2:28]. The catalyst is O1CCCC1.O. The product is [Br:1][C:2]1[CH:7]=[CH:6][CH:5]=[CH:4][C:3]=1[NH:8][C:9]([C:11]1[CH:16]=[C:15]([NH:28][CH2:27][CH2:26][N:25]([CH3:29])[CH3:24])[N:14]=[C:13]([C:18]2[CH:23]=[CH:22][CH:21]=[CH:20][CH:19]=2)[N:12]=1)=[O:10]. The yield is 0.950. (5) The reactants are COC1C=CC(C[N:8](CC2C=CC(OC)=CC=2)[C:9]2[N:14]=[C:13]([C:15]3[C:16]([NH:34][C:35]4[CH:36]=[N:37][C:38]([O:41][CH3:42])=[CH:39][CH:40]=4)=[N:17][CH:18]=[C:19]([C:21]([N:24]4[CH2:29][CH2:28][N:27]([S:30]([CH3:33])(=[O:32])=[O:31])[CH2:26][CH2:25]4)([CH3:23])[CH3:22])[CH:20]=3)[N:12]=[C:11]([CH3:43])[N:10]=2)=CC=1.OS(C(F)(F)F)(=O)=O.[OH-].[Na+]. The catalyst is FC(F)(F)C(O)=O. The product is [CH3:42][O:41][C:38]1[N:37]=[CH:36][C:35]([NH:34][C:16]2[C:15]([C:13]3[N:12]=[C:11]([CH3:43])[N:10]=[C:9]([NH2:8])[N:14]=3)=[CH:20][C:19]([C:21]([N:24]3[CH2:25][CH2:26][N:27]([S:30]([CH3:33])(=[O:31])=[O:32])[CH2:28][CH2:29]3)([CH3:23])[CH3:22])=[CH:18][N:17]=2)=[CH:40][CH:39]=1. The yield is 0.259. (6) The reactants are [CH3:1][CH2:2][CH2:3][C:4]1[NH:12][C:11]2[C:6](=[C:7]([CH3:23])[CH:8]=[C:9]([C:13]3[N:21]([CH3:22])[C:20]4[C:15](=[CH:16][CH:17]=[CH:18][CH:19]=4)[N:14]=3)[CH:10]=2)[N:5]=1.[CH3:24]S(C)=O.[OH-].[K+].C[O:31][C:32]([C:34]1[C:35]([C:42]2[CH:47]=[CH:46][CH:45]=[CH:44][CH:43]=2)=[CH:36][CH:37]=[C:38](CBr)[CH:39]=1)=[O:33]. The catalyst is C(O)(=O)C.O. The product is [CH2:3]([C:4]1[N:12]([CH2:24][C:45]2[CH:44]=[CH:43][C:42]([C:35]3[C:34]([C:32]([OH:31])=[O:33])=[CH:39][CH:38]=[CH:37][CH:36]=3)=[CH:47][CH:46]=2)[C:11]2[CH:10]=[C:9]([C:13]3[N:21]([CH3:22])[C:20]4[CH:19]=[CH:18][CH:17]=[CH:16][C:15]=4[N:14]=3)[CH:8]=[C:7]([CH3:23])[C:6]=2[N:5]=1)[CH2:2][CH3:1]. The yield is 0.880. (7) The reactants are [NH2:1][C@H:2]1[C@@H:11]([CH2:12][C:13]2[CH:18]=[CH:17][CH:16]=[CH:15][CH:14]=2)[C:10]2[C:5](=[CH:6][CH:7]=[C:8]([N:19]3[CH2:22][CH:21]([NH:23][S:24]([CH2:27][CH2:28][CH3:29])(=[O:26])=[O:25])[CH2:20]3)[CH:9]=2)[O:4][CH2:3]1.[CH:30](=O)[CH2:31][CH3:32].C(O)(=O)C.C([BH3-])#N.[Na+].C(=O)(O)[O-].[Na+]. The catalyst is C(Cl)CCl.CO. The product is [CH2:12]([C@H:11]1[C:10]2[C:5](=[CH:6][CH:7]=[C:8]([N:19]3[CH2:22][CH:21]([NH:23][S:24]([CH2:27][CH2:28][CH3:29])(=[O:26])=[O:25])[CH2:20]3)[CH:9]=2)[O:4][CH2:3][C@H:2]1[NH:1][CH2:30][CH2:31][CH3:32])[C:13]1[CH:14]=[CH:15][CH:16]=[CH:17][CH:18]=1. The yield is 0.470. (8) The reactants are [F:1][C:2]1[C:7]([NH:8][CH2:9][C:10]2[CH:15]=[C:14]([C:16]3[CH:21]=[CH:20][CH:19]=[C:18]([F:22])[CH:17]=3)[CH:13]=[C:12]([CH3:23])[C:11]=2[F:24])=[C:6]([F:25])[CH:5]=[CH:4][C:3]=1[OH:26].C([O-])([O-])=O.[Cs+].[Cs+].Br[CH2:34][C:35]([O:37][CH2:38][CH3:39])=[O:36]. The catalyst is CC(=O)CC. The product is [F:1][C:2]1[C:7]([NH:8][CH2:9][C:10]2[CH:15]=[C:14]([C:16]3[CH:21]=[CH:20][CH:19]=[C:18]([F:22])[CH:17]=3)[CH:13]=[C:12]([CH3:23])[C:11]=2[F:24])=[C:6]([F:25])[CH:5]=[CH:4][C:3]=1[O:26][CH2:34][C:35]([O:37][CH2:38][CH3:39])=[O:36]. The yield is 0.810. (9) The reactants are [Br:1][C:2]1[C:7]([O:8][CH3:9])=[CH:6][C:5]([C:10]2[O:11][CH:12]=[CH:13][CH:14]=2)=[CH:4][C:3]=1[O:15][CH3:16].[N:17]1([C:22]2[CH:27]=[CH:26][C:25]([CH:28]([O:35][CH3:36])[C:29](N(OC)C)=[O:30])=[CH:24][CH:23]=2)[CH:21]=[CH:20][N:19]=[N:18]1. No catalyst specified. The product is [N:17]1([C:22]2[CH:23]=[CH:24][C:25]([CH:28]([O:35][CH3:36])[C:29]([C:12]3[O:11][C:10]([C:5]4[CH:6]=[C:7]([O:8][CH3:9])[C:2]([Br:1])=[C:3]([O:15][CH3:16])[CH:4]=4)=[CH:14][CH:13]=3)=[O:30])=[CH:26][CH:27]=2)[CH:21]=[CH:20][N:19]=[N:18]1. The yield is 0.0700.